Predict the reaction yield, written as a fraction of the theoretical maximum amount of product (1.0 means a 100% yield; for example, 0.34 means a 34% yield). From a dataset of Reaction yield outcomes from USPTO patents with 853,638 reactions. (1) The reactants are C[O:2][C:3]1[CH:21]=[CH:20][C:6]([O:7][C:8]2[CH:13]=[CH:12][C:11]([C:14]3[CH:19]=[CH:18][CH:17]=[CH:16][CH:15]=3)=[CH:10][CH:9]=2)=[CH:5][CH:4]=1.B(Br)(Br)Br.O.ClCCl. The catalyst is ClCCl. The product is [C:11]1([C:14]2[CH:19]=[CH:18][CH:17]=[CH:16][CH:15]=2)[CH:12]=[CH:13][C:8]([O:7][C:6]2[CH:20]=[CH:21][C:3]([OH:2])=[CH:4][CH:5]=2)=[CH:9][CH:10]=1. The yield is 0.470. (2) The reactants are [F:1][C:2]([F:38])([F:37])[C:3]1[CH:4]=[C:5]([CH:30]=[C:31]([C:33]([F:36])([F:35])[F:34])[CH:32]=1)[CH2:6][N:7]([CH2:14][C:15]1[CH:20]=[C:19]([C:21]([F:24])([F:23])[F:22])[CH:18]=[CH:17][C:16]=1[C:25]1([OH:29])[CH2:28][CH2:27][CH2:26]1)[C:8]1[N:9]=[N:10][N:11]([CH3:13])[N:12]=1.[H-].[Na+].[CH3:41]I. The catalyst is C1COCC1. The product is [F:38][C:2]([F:1])([F:37])[C:3]1[CH:4]=[C:5]([CH:30]=[C:31]([C:33]([F:34])([F:35])[F:36])[CH:32]=1)[CH2:6][N:7]([CH2:14][C:15]1[CH:20]=[C:19]([C:21]([F:24])([F:23])[F:22])[CH:18]=[CH:17][C:16]=1[C:25]1([O:29][CH3:41])[CH2:26][CH2:27][CH2:28]1)[C:8]1[N:9]=[N:10][N:11]([CH3:13])[N:12]=1. The yield is 0.630. (3) The product is [NH2:21][C:18]1[CH:19]=[CH:20][C:15]([N:12]2[CH:13]=[CH:14][C:9]([O:8][CH2:1][C:2]3[CH:7]=[CH:6][CH:5]=[CH:4][CH:3]=3)=[CH:10][C:11]2=[O:25])=[CH:16][C:17]=1[CH3:24]. The catalyst is CCO.O.[Fe]. The yield is 0.940. The reactants are [CH2:1]([O:8][C:9]1[CH:14]=[CH:13][N:12]([C:15]2[CH:20]=[CH:19][C:18]([N+:21]([O-])=O)=[C:17]([CH3:24])[CH:16]=2)[C:11](=[O:25])[CH:10]=1)[C:2]1[CH:7]=[CH:6][CH:5]=[CH:4][CH:3]=1.[NH4+].[Cl-]. (4) The reactants are FC(F)(S(O[C:17]1[CH2:22][CH2:21][CH2:20][N:19]([C:23]([C:25]2[CH:30]=[CH:29][N:28]=[C:27]([N:31]([CH3:33])[CH3:32])[CH:26]=2)=[O:24])[CH:18]=1)(=O)=O)C(F)(F)C(F)(F)C(F)(F)F.[Cl:35][C:36]1[CH:41]=[CH:40][C:39](B(O)O)=[CH:38][CH:37]=1.C(=O)([O-])[O-].[Cs+].[Cs+].O. The catalyst is O1CCOCC1.[Pd].C1(P(C2C=CC=CC=2)C2C=CC=CC=2)C=CC=CC=1.C1(P(C2C=CC=CC=2)C2C=CC=CC=2)C=CC=CC=1.C1(P(C2C=CC=CC=2)C2C=CC=CC=2)C=CC=CC=1.C1(P(C2C=CC=CC=2)C2C=CC=CC=2)C=CC=CC=1. The product is [Cl:35][C:36]1[CH:41]=[CH:40][C:39]([C:17]2[CH2:22][CH2:21][CH2:20][N:19]([C:23]([C:25]3[CH:30]=[CH:29][N:28]=[C:27]([N:31]([CH3:32])[CH3:33])[CH:26]=3)=[O:24])[CH:18]=2)=[CH:38][CH:37]=1. The yield is 0.465. (5) The reactants are C(OC(=O)[NH:7][CH2:8][CH2:9][CH2:10][N:11]([CH2:13][CH2:14][CH2:15][N:16]1[C:25](=[O:26])[CH:24]2[CH:27]=[CH:28][CH:29]=[C:22]3[CH:23]2[C:18](=[CH:19][CH:20]=[CH:21]3)[C:17]1=[O:30])[CH3:12])(C)(C)C.FC(F)(F)C(O)=O. The catalyst is C(Cl)Cl. The product is [NH2:7][CH2:8][CH2:9][CH2:10][N:11]([CH3:12])[CH2:13][CH2:14][CH2:15][N:16]1[C:25](=[O:26])[CH:24]2[CH:27]=[CH:28][CH:29]=[C:22]3[CH:23]2[C:18](=[CH:19][CH:20]=[CH:21]3)[C:17]1=[O:30]. The yield is 0.920. (6) The reactants are [NH2:1][C:2]1[CH:3]=[C:4]([C:10]2[CH:15]=[CH:14][C:13]([O:16][C:17]3[CH:22]=[CH:21][CH:20]=[CH:19][C:18]=3[C:23]([CH3:26])([CH3:25])[CH3:24])=[C:12]([NH:27][C:28]([NH:30][C:31]3[CH:36]=[CH:35][C:34]([CH3:37])=[CH:33][CH:32]=3)=[O:29])[CH:11]=2)[CH:5]=[CH:6][C:7]=1[O:8][CH3:9].N1C(C)=CC=CC=1C.[F:46][C:47]([F:60])([F:59])[S:48](O[S:48]([C:47]([F:60])([F:59])[F:46])(=[O:50])=[O:49])(=[O:50])=[O:49]. The catalyst is ClCCl. The product is [C:23]([C:18]1[CH:19]=[CH:20][CH:21]=[CH:22][C:17]=1[O:16][C:13]1[CH:14]=[CH:15][C:10]([C:4]2[CH:5]=[CH:6][C:7]([O:8][CH3:9])=[C:2]([NH:1][S:48]([C:47]([F:60])([F:59])[F:46])(=[O:50])=[O:49])[CH:3]=2)=[CH:11][C:12]=1[NH:27][C:28]([NH:30][C:31]1[CH:32]=[CH:33][C:34]([CH3:37])=[CH:35][CH:36]=1)=[O:29])([CH3:26])([CH3:25])[CH3:24]. The yield is 0.510.